From a dataset of Serine/threonine kinase 33 screen with 319,792 compounds. Binary Classification. Given a drug SMILES string, predict its activity (active/inactive) in a high-throughput screening assay against a specified biological target. (1) The drug is Clc1cc(N2CCN(CC2)c2ccc(NC(=O)/C=C\C(O)=O)cc2)ccc1. The result is 0 (inactive). (2) The drug is S=c1n(c(=O)c2c([nH]1)ccc(c2)C)c1cccnc1. The result is 0 (inactive). (3) The molecule is Brc1c(S(=O)(=O)NCc2ccc(F)cc2)cccc1. The result is 0 (inactive). (4) The drug is O=C1C=C/C(=C\C=c2/c3c([nH]cc2)cccc3)C=C1. The result is 1 (active). (5) The drug is s1c(/C=N\Nc2n(c(=O)n(c(=O)c2)C)C)ccc1. The result is 0 (inactive). (6) The result is 0 (inactive). The molecule is Clc1cc(NC(=O)CSc2[n+]([O-])cccc2)c(cc1)C#N. (7) The molecule is S(c1cc(OC)c(C(=O)NCCOc2ccc(F)cc2)cc1)C. The result is 0 (inactive). (8) The molecule is O(C(=O)c1nc2c(c(n3C(C(=C(c3c2)C)C)C)C)c1C)CC. The result is 0 (inactive). (9) The molecule is O=C(NC1CC1)C1CCN(C2CCN(CC2)Cc2c(OC)ccc(OC)c2)CC1. The result is 0 (inactive).